From a dataset of Full USPTO retrosynthesis dataset with 1.9M reactions from patents (1976-2016). Predict the reactants needed to synthesize the given product. Given the product [CH3:13][C:14]1[N:15]([C:2]2[CH:3]=[C:4]([CH:6]=[C:7]([C:9]([F:12])([F:11])[F:10])[CH:8]=2)[NH2:5])[CH:16]=[CH:17][N:18]=1, predict the reactants needed to synthesize it. The reactants are: Br[C:2]1[CH:3]=[C:4]([CH:6]=[C:7]([C:9]([F:12])([F:11])[F:10])[CH:8]=1)[NH2:5].[CH3:13][C:14]1[NH:15][CH:16]=[CH:17][N:18]=1.N1C2C(=CC=CC=2O)C=CC=1.C(=O)([O-])[O-].[K+].[K+].N#N.[OH-].[NH4+].